Dataset: Peptide-MHC class II binding affinity with 134,281 pairs from IEDB. Task: Regression. Given a peptide amino acid sequence and an MHC pseudo amino acid sequence, predict their binding affinity value. This is MHC class II binding data. (1) The peptide sequence is LALLVKYVNGDGDVV. The MHC is DRB1_0404 with pseudo-sequence DRB1_0404. The binding affinity (normalized) is 0.578. (2) The peptide sequence is NDAIKASTGGAYESY. The MHC is HLA-DPA10103-DPB10201 with pseudo-sequence HLA-DPA10103-DPB10201. The binding affinity (normalized) is 0.179. (3) The peptide sequence is VSVDCSEYPKPDCTA. The MHC is DRB3_0202 with pseudo-sequence DRB3_0202. The binding affinity (normalized) is 0. (4) The peptide sequence is SSSWYAMSTALAVTI. The MHC is H-2-IAd with pseudo-sequence H-2-IAd. The binding affinity (normalized) is 0.621. (5) The peptide sequence is RSLWIIFSKNLNIKL. The MHC is DRB1_0301 with pseudo-sequence DRB1_0301. The binding affinity (normalized) is 0.376. (6) The peptide sequence is ELFVAAYVPYVAWLV. The MHC is HLA-DQA10501-DQB10201 with pseudo-sequence HLA-DQA10501-DQB10201. The binding affinity (normalized) is 0.806.